The task is: Predict the reactants needed to synthesize the given product.. This data is from Full USPTO retrosynthesis dataset with 1.9M reactions from patents (1976-2016). (1) Given the product [N:35]1[CH:30]=[CH:31][CH:32]=[CH:33][C:34]=1[C:2]1[CH:3]=[C:4]([C:12]([O:14][CH3:15])=[O:13])[CH:5]=[C:6]([CH:11]=1)[C:7]([O:9][CH3:10])=[O:8], predict the reactants needed to synthesize it. The reactants are: I[C:2]1[CH:3]=[C:4]([C:12]([O:14][CH3:15])=[O:13])[CH:5]=[C:6]([CH:11]=1)[C:7]([O:9][CH3:10])=[O:8].B1([C:30]2[N:35]=[CH:34][CH:33]=[CH:32][CH:31]=2)OCCN(C2C=CC=CC=2)CCO1.C([O-])([O-])=O.[K+].[K+].C1(P(C2C=CC=CC=2)C2C=CC=CC=2)C=CC=CC=1. (2) Given the product [Br:10][C:11]1[CH:12]=[CH:13][C:14]([CH:17]2[CH2:26][CH:25]([N:1]3[CH:5]=[N:4][CH:3]=[N:2]3)[C:24]3[C:19](=[CH:20][CH:21]=[CH:22][CH:23]=3)[NH:18]2)=[CH:15][CH:16]=1, predict the reactants needed to synthesize it. The reactants are: [NH:1]1[CH:5]=[N:4][CH:3]=[N:2]1.S(Cl)(Cl)=O.[Br:10][C:11]1[CH:16]=[CH:15][C:14]([CH:17]2[CH2:26][CH:25](O)[C:24]3[C:19](=[CH:20][CH:21]=[CH:22][CH:23]=3)[NH:18]2)=[CH:13][CH:12]=1.